From a dataset of Forward reaction prediction with 1.9M reactions from USPTO patents (1976-2016). Predict the product of the given reaction. Given the reactants [H-].[Na+].[NH:3]1[C:11]2[C:6](=[CH:7][C:8]([O:12][C:13]3[CH:18]=[CH:17][N:16]=[C:15]([NH2:19])[CH:14]=3)=[CH:9][CH:10]=2)[CH:5]=[CH:4]1.[CH3:20][NH:21][C:22](=O)[O:23]C1C=CC=CC=1, predict the reaction product. The product is: [CH3:20][NH:21][C:22]([N:3]1[C:11]2[C:6](=[CH:7][C:8]([O:12][C:13]3[CH:18]=[CH:17][N:16]=[C:15]([NH2:19])[CH:14]=3)=[CH:9][CH:10]=2)[CH:5]=[CH:4]1)=[O:23].